Dataset: Peptide-MHC class I binding affinity with 185,985 pairs from IEDB/IMGT. Task: Regression. Given a peptide amino acid sequence and an MHC pseudo amino acid sequence, predict their binding affinity value. This is MHC class I binding data. (1) The peptide sequence is LAFVVFLLV. The MHC is HLA-A02:02 with pseudo-sequence HLA-A02:02. The binding affinity (normalized) is 0.434. (2) The peptide sequence is ALAVLSKCY. The binding affinity (normalized) is 0.213. The MHC is HLA-A02:01 with pseudo-sequence HLA-A02:01.